This data is from Peptide-MHC class I binding affinity with 185,985 pairs from IEDB/IMGT. The task is: Regression. Given a peptide amino acid sequence and an MHC pseudo amino acid sequence, predict their binding affinity value. This is MHC class I binding data. (1) The peptide sequence is EFTSFFYRY. The MHC is HLA-B46:01 with pseudo-sequence HLA-B46:01. The binding affinity (normalized) is 0.0847. (2) The peptide sequence is ARAALQGGG. The MHC is HLA-A01:01 with pseudo-sequence HLA-A01:01. The binding affinity (normalized) is 0. (3) The peptide sequence is KVIKLVKSLV. The MHC is HLA-A02:06 with pseudo-sequence HLA-A02:06. The binding affinity (normalized) is 0.291. (4) The peptide sequence is MQQGRFPPL. The MHC is BoLA-D18.4 with pseudo-sequence BoLA-D18.4. The binding affinity (normalized) is 0.689. (5) The peptide sequence is FLKDVMESM. The MHC is HLA-A24:02 with pseudo-sequence HLA-A24:02. The binding affinity (normalized) is 0.